This data is from NCI-60 drug combinations with 297,098 pairs across 59 cell lines. The task is: Regression. Given two drug SMILES strings and cell line genomic features, predict the synergy score measuring deviation from expected non-interaction effect. Drug 1: CC(C1=C(C=CC(=C1Cl)F)Cl)OC2=C(N=CC(=C2)C3=CN(N=C3)C4CCNCC4)N. Drug 2: CN(CCCl)CCCl.Cl. Cell line: HCT116. Synergy scores: CSS=23.8, Synergy_ZIP=-7.71, Synergy_Bliss=-1.07, Synergy_Loewe=-0.527, Synergy_HSA=-0.907.